From a dataset of Forward reaction prediction with 1.9M reactions from USPTO patents (1976-2016). Predict the product of the given reaction. (1) Given the reactants [CH:1]1([C@H:7]([NH:12][C:13]([C:15]2[C:24]([NH:25][C:26]([NH:28][C:29]3[CH:34]=[CH:33][C:32]([CH:35]4[CH2:37][CH2:36]4)=[CH:31][CH:30]=3)=[O:27])=[CH:23][C:22]3[C:17](=[CH:18][CH:19]=[CH:20][CH:21]=3)[CH:16]=2)=[O:14])[C:8]([O:10]C)=[O:9])[CH2:6][CH2:5][CH2:4][CH2:3][CH2:2]1.[Li+].[OH-], predict the reaction product. The product is: [CH:1]1([C@H:7]([NH:12][C:13]([C:15]2[C:24]([NH:25][C:26]([NH:28][C:29]3[CH:30]=[CH:31][C:32]([CH:35]4[CH2:37][CH2:36]4)=[CH:33][CH:34]=3)=[O:27])=[CH:23][C:22]3[C:17](=[CH:18][CH:19]=[CH:20][CH:21]=3)[CH:16]=2)=[O:14])[C:8]([OH:10])=[O:9])[CH2:6][CH2:5][CH2:4][CH2:3][CH2:2]1. (2) Given the reactants Br[C:2]1[CH:3]=[C:4]2[C:8](=[CH:9][CH:10]=1)[N:7](C1CCCCO1)[N:6]=[C:5]2[C:17]1[CH:22]=[CH:21][C:20]([F:23])=[CH:19][CH:18]=1.C(N(CC)CC)C.C1(C)C=CC=CC=1P(C1C=CC=CC=1C)C1C=CC=CC=1C.[C:53]1([C:59]#[CH:60])[CH:58]=[CH:57][CH:56]=[CH:55][CH:54]=1, predict the reaction product. The product is: [F:23][C:20]1[CH:19]=[CH:18][C:17]([C:5]2[C:4]3[C:8](=[CH:9][CH:10]=[C:2]([C:60]#[C:59][C:53]4[CH:58]=[CH:57][CH:56]=[CH:55][CH:54]=4)[CH:3]=3)[NH:7][N:6]=2)=[CH:22][CH:21]=1. (3) Given the reactants [C:1]([O:5][C:6]([CH3:8])=[O:7])([CH3:4])([CH3:3])[CH3:2].[Li+].CC([N-]C(C)C)C.[F:17][C:18]1[CH:23]=[CH:22][C:21]([N+:24]([O-:26])=[O:25])=[CH:20][C:19]=1/[C:27](=[N:30]/[S@@:31]([C:33]([CH3:36])([CH3:35])[CH3:34])=[O:32])/[CH2:28][CH3:29].[NH4+].[Cl-], predict the reaction product. The product is: [CH3:36][C:33]([CH3:34])([S@:31]([NH:30][C@@:27]([C:19]1[CH:20]=[C:21]([N+:24]([O-:26])=[O:25])[CH:22]=[CH:23][C:18]=1[F:17])([CH2:28][CH3:29])[CH2:8][C:6]([O:5][C:1]([CH3:4])([CH3:3])[CH3:2])=[O:7])=[O:32])[CH3:35]. (4) Given the reactants Br[C:2]1[S:3][C:4]2[C:10]([N+:11]([O-:13])=[O:12])=[CH:9][CH:8]=[CH:7][C:5]=2[N:6]=1.C(=O)([O-])[O-].[K+].[K+].[NH:20]1[CH2:25][CH2:24][O:23][CH2:22][CH2:21]1, predict the reaction product. The product is: [N:20]1([C:2]2[S:3][C:4]3[C:10]([N+:11]([O-:13])=[O:12])=[CH:9][CH:8]=[CH:7][C:5]=3[N:6]=2)[CH2:25][CH2:24][O:23][CH2:22][CH2:21]1. (5) Given the reactants [CH3:1][O:2][C:3]1[CH:4]=[C:5]2[C:10](=[CH:11][C:12]=1[CH3:13])[N:9]=[CH:8][CH:7]=[CH:6]2.[Br:14]N1C(=O)CCC1=O.[OH-].[K+], predict the reaction product. The product is: [Br:14][C:4]1[C:3]([O:2][CH3:1])=[C:12]([CH3:13])[CH:11]=[C:10]2[C:5]=1[CH:6]=[CH:7][CH:8]=[N:9]2.